Dataset: Forward reaction prediction with 1.9M reactions from USPTO patents (1976-2016). Task: Predict the product of the given reaction. (1) Given the reactants [CH3:1][N:2]([CH3:22])[CH2:3][CH2:4][CH:5]([O:11][C:12]1[C:21]2[C:16](=[CH:17][CH:18]=[CH:19][CH:20]=2)[CH:15]=[CH:14][CH:13]=1)[C:6]1[S:7][CH:8]=[CH:9][CH:10]=1.C1(C)C=CC(C([C@@](C(O)=O)(O)[C@@](C(C2C=CC(C)=CC=2)=O)(O)C(O)=O)=O)=CC=1, predict the reaction product. The product is: [CH3:22][N:2]([CH3:1])[CH2:3][CH2:4][C@H:5]([O:11][C:12]1[C:21]2[C:16](=[CH:17][CH:18]=[CH:19][CH:20]=2)[CH:15]=[CH:14][CH:13]=1)[C:6]1[S:7][CH:8]=[CH:9][CH:10]=1. (2) Given the reactants CO[C:3](=[O:20])[C:4]([OH:19])=[CH:5][C:6](=[O:18])[N:7]([CH2:9][C:10]1[CH:15]=[CH:14][C:13]([Cl:16])=[C:12]([Cl:17])[CH:11]=1)[CH3:8].C=O.C1(N)CC1.ClC1C=C(C=CC=1Cl)CN(C)C([C:35]1C[N:37]([CH3:42])[C:38](=O)[C:39]=1O)=O, predict the reaction product. The product is: [Cl:17][C:12]1[CH:11]=[C:10]([CH:15]=[CH:14][C:13]=1[Cl:16])[CH2:9][N:7]([CH3:8])[C:6]([C:5]1[CH2:42][N:37]([CH:38]2[CH2:39][CH2:35]2)[C:3](=[O:20])[C:4]=1[OH:19])=[O:18].